Task: Predict the reaction yield, written as a fraction of the theoretical maximum amount of product (1.0 means a 100% yield; for example, 0.34 means a 34% yield).. Dataset: Reaction yield outcomes from USPTO patents with 853,638 reactions The reactants are [NH2:1][C:2]1[CH:7]=[C:6]([O:8][C:9]2[CH:14]=[CH:13][C:12]([NH:15][C:16]([NH:18][C:19]3[N:23]([C:24]4[CH:25]=[C:26]5[C:31](=[CH:32][CH:33]=4)[N:30]=[CH:29][CH:28]=[CH:27]5)[N:22]=[C:21]([CH:34]([CH3:36])[CH3:35])[CH:20]=3)=[O:17])=[C:11]([F:37])[CH:10]=2)[CH:5]=[CH:4][N:3]=1.N1C=CC=CC=1.[C:44](OC(=O)C)(=[O:46])[CH3:45]. The catalyst is C(Cl)Cl. The product is [C:44]([NH:1][C:2]1[CH:7]=[C:6]([O:8][C:9]2[CH:14]=[CH:13][C:12]([NH:15][C:16]([NH:18][C:19]3[N:23]([C:24]4[CH:25]=[C:26]5[C:31](=[CH:32][CH:33]=4)[N:30]=[CH:29][CH:28]=[CH:27]5)[N:22]=[C:21]([CH:34]([CH3:35])[CH3:36])[CH:20]=3)=[O:17])=[C:11]([F:37])[CH:10]=2)[CH:5]=[CH:4][N:3]=1)(=[O:46])[CH3:45]. The yield is 0.760.